This data is from Catalyst prediction with 721,799 reactions and 888 catalyst types from USPTO. The task is: Predict which catalyst facilitates the given reaction. Reactant: [C:1]([NH:4][C:5]1[S:6][C:7]2[C:13]3[N:14]([C:20]4[CH:25]=[CH:24][C:23]([NH:26][CH2:27][CH:28]5[CH2:33][CH2:32][N:31](C(OC(C)(C)C)=O)[CH2:30][CH2:29]5)=[CH:22][C:21]=4[Cl:41])[N:15]=[C:16]([CH:17]4[CH2:19][CH2:18]4)[C:12]=3[CH2:11][CH2:10][C:8]=2[N:9]=1)(=[O:3])[CH3:2].FC(F)(F)C(O)=O.P([O-])([O-])([O-])=O. Product: [ClH:41].[Cl:41][C:21]1[CH:22]=[C:23]([NH:26][CH2:27][CH:28]2[CH2:29][CH2:30][NH:31][CH2:32][CH2:33]2)[CH:24]=[CH:25][C:20]=1[N:14]1[C:13]2[C:7]3[S:6][C:5]([NH:4][C:1](=[O:3])[CH3:2])=[N:9][C:8]=3[CH2:10][CH2:11][C:12]=2[C:16]([CH:17]2[CH2:18][CH2:19]2)=[N:15]1. The catalyst class is: 4.